This data is from Catalyst prediction with 721,799 reactions and 888 catalyst types from USPTO. The task is: Predict which catalyst facilitates the given reaction. (1) The catalyst class is: 1. Product: [Cl:1][C:2]1[C:7]([C:8]2[CH:14]=[C:13]([Si:15]([CH3:18])([CH3:17])[CH3:16])[O:10][N:9]=2)=[C:6]([Cl:12])[N:5]=[CH:4][N:3]=1. Reactant: [Cl:1][C:2]1[C:7]([C:8](Cl)=[N:9][OH:10])=[C:6]([Cl:12])[N:5]=[CH:4][N:3]=1.[C:13]([Si:15]([CH3:18])([CH3:17])[CH3:16])#[CH:14].C(N(CC)CC)C. (2) Reactant: [BH4-].[Li+].C[O:4][C:5](=O)[C@@H:6]([NH:17][C:18]([O:20][C:21]([CH3:24])([CH3:23])[CH3:22])=[O:19])[CH2:7][S:8]([C:11]1[CH:16]=[CH:15][CH:14]=[CH:13][CH:12]=1)(=[O:10])=[O:9].CO.C(OC(C)(C)C)=O. Product: [C:21]([O:20][C:18](=[O:19])[NH:17][C@H:6]([CH2:5][OH:4])[CH2:7][S:8]([C:11]1[CH:16]=[CH:15][CH:14]=[CH:13][CH:12]=1)(=[O:10])=[O:9])([CH3:24])([CH3:22])[CH3:23]. The catalyst class is: 7. (3) Reactant: [Cl:1][C:2]1[CH:7]=[C:6]([Cl:8])[CH:5]=[CH:4][C:3]=1[CH:9]([CH3:23])[C:10]([C:16]1[CH:21]=[CH:20][NH:19][C:18](=[O:22])[CH:17]=1)([OH:15])[C:11]([F:14])([F:13])[F:12].CC([O-])(C)C.[K+].[CH3:30][O:31][C:32](=[O:35])[CH2:33]Br.O. Product: [CH3:30][O:31][C:32](=[O:35])[CH2:33][N:19]1[CH:20]=[CH:21][C:16]([C:10]([OH:15])([C:11]([F:14])([F:13])[F:12])[CH:9]([C:3]2[CH:4]=[CH:5][C:6]([Cl:8])=[CH:7][C:2]=2[Cl:1])[CH3:23])=[CH:17][C:18]1=[O:22]. The catalyst class is: 1. (4) Reactant: [Cl:1][C:2]1[CH:11]=[CH:10][CH:9]=[CH:8][C:3]=1[CH2:4][N:5]=[C:6]=[O:7].ClC1C=CC=CC=1CN.ClC(Cl)(OC(=O)OC(Cl)(Cl)Cl)Cl.CO[C:35](=[O:45])[C:36]1[C:41]([Br:42])=[CH:40][C:39]([Br:43])=[CH:38][C:37]=1[NH2:44].[OH-].[Na+].N(NC1C(=CC=CC=1)C([O-])=O)C(N)=O. Product: [Br:42][C:41]1[CH:40]=[C:39]([Br:43])[CH:38]=[C:37]2[C:36]=1[C:35](=[O:45])[N:5]([CH2:4][C:3]1[CH:8]=[CH:9][CH:10]=[CH:11][C:2]=1[Cl:1])[C:6](=[O:7])[NH:44]2. The catalyst class is: 11. (5) Product: [N+:1]([C:4]1[CH:9]=[C:8]([Cl:10])[CH:7]=[C:6]([CH2:11][CH:12]=[CH2:13])[C:5]=1[O:14][CH3:17])([O-:3])=[O:2]. Reactant: [N+:1]([C:4]1[CH:9]=[C:8]([Cl:10])[CH:7]=[C:6]([CH2:11][CH:12]=[CH2:13])[C:5]=1[OH:14])([O-:3])=[O:2].CI.[C:17](=O)([O-])[O-].[K+].[K+]. The catalyst class is: 21. (6) Reactant: [Cl:1][C:2]1[CH:3]=[C:4]([C:9]2[CH:14]=[CH:13][C:12]([C:15]3([C:18]#N)[CH2:17][CH2:16]3)=[CH:11][C:10]=2[F:20])[CH:5]=[CH:6][C:7]=1[Cl:8].[OH-:21].[K+].Cl.C[OH:25]. Product: [Cl:1][C:2]1[CH:3]=[C:4]([C:9]2[CH:14]=[CH:13][C:12]([C:15]3([C:18]([OH:25])=[O:21])[CH2:17][CH2:16]3)=[CH:11][C:10]=2[F:20])[CH:5]=[CH:6][C:7]=1[Cl:8]. The catalyst class is: 6. (7) Reactant: [NH:1]1[C:9]2[C:4](=[CH:5][CH:6]=[CH:7][CH:8]=2)[C:3](/[CH:10]=[C:11]2\[O:12][C:13]3[C:20]([CH2:21][N:22]([CH3:40])[CH2:23][CH2:24][CH2:25][CH2:26][CH2:27][CH2:28][CH2:29][CH2:30][N:31](C)[C:32](=O)OC(C)(C)C)=[C:19]([OH:41])[CH:18]=[CH:17][C:14]=3[C:15]\2=[O:16])=[CH:2]1.Cl. Product: [NH:1]1[C:9]2[C:4](=[CH:5][CH:6]=[CH:7][CH:8]=2)[C:3](/[CH:10]=[C:11]2\[O:12][C:13]3[C:20]([CH2:21][N:22]([CH3:40])[CH2:23][CH2:24][CH2:25][CH2:26][CH2:27][CH2:28][CH2:29][CH2:30][NH:31][CH3:32])=[C:19]([OH:41])[CH:18]=[CH:17][C:14]=3[C:15]\2=[O:16])=[CH:2]1. The catalyst class is: 135.